Dataset: Forward reaction prediction with 1.9M reactions from USPTO patents (1976-2016). Task: Predict the product of the given reaction. (1) Given the reactants [C:1]([N:3]1[CH2:8][CH2:7][O:6][CH2:5][CH2:4]1)#[N:2].[C:9](O)(=[O:12])[CH2:10][SH:11], predict the reaction product. The product is: [N:3]1([C:1]2[S:11][CH2:10][C:9](=[O:12])[N:2]=2)[CH2:8][CH2:7][O:6][CH2:5][CH2:4]1. (2) Given the reactants [OH-].[Li+].[CH2:3]([NH:7][C:8]1[CH:17]=[CH:16][C:15]([F:18])=[CH:14][C:9]=1[C:10]([O:12]C)=[O:11])[CH2:4][CH2:5][CH3:6], predict the reaction product. The product is: [CH2:3]([NH:7][C:8]1[CH:17]=[CH:16][C:15]([F:18])=[CH:14][C:9]=1[C:10]([OH:12])=[O:11])[CH2:4][CH2:5][CH3:6]. (3) Given the reactants [CH2:1]([O:8][C:9]1[CH:14]=[CH:13][C:12]([C@@H:15]([O:18][Si:19]([C:22]([CH3:25])([CH3:24])[CH3:23])([CH3:21])[CH3:20])[CH2:16]Br)=[CH:11][C:10]=1[CH2:26][O:27][Si:28]([C:31]([CH3:34])([CH3:33])[CH3:32])([CH3:30])[CH3:29])[C:2]1[CH:7]=[CH:6][CH:5]=[CH:4][CH:3]=1.[NH2:35][C:36]([CH3:49])([CH3:48])[CH2:37][C:38]1[CH:39]=[C:40]([CH:45]=[CH:46][CH:47]=1)[C:41]([O:43][CH3:44])=[O:42], predict the reaction product. The product is: [CH2:1]([O:8][C:9]1[CH:14]=[CH:13][C:12]([C@@H:15]([O:18][Si:19]([C:22]([CH3:25])([CH3:24])[CH3:23])([CH3:21])[CH3:20])[CH2:16][NH:35][C:36]([CH3:49])([CH3:48])[CH2:37][C:38]2[CH:39]=[C:40]([CH:45]=[CH:46][CH:47]=2)[C:41]([O:43][CH3:44])=[O:42])=[CH:11][C:10]=1[CH2:26][O:27][Si:28]([C:31]([CH3:34])([CH3:33])[CH3:32])([CH3:30])[CH3:29])[C:2]1[CH:7]=[CH:6][CH:5]=[CH:4][CH:3]=1. (4) Given the reactants [Cl:1][C:2]1[CH:7]=[CH:6][CH:5]=[CH:4][C:3]=1[C:8]1[CH:19]=[C:18]2[C:14]([C:15]([CH:21]=[CH2:22])=[CH:16][N:17]2[CH3:20])=[C:13]2[C:9]=1[C:10](=[O:24])[NH:11][C:12]2=[O:23].C[N+]1([O-])CCOCC1.CC(C)=O.[OH2:37].C[OH:39].O1CCCC1.C(OCC)(=O)C, predict the reaction product. The product is: [Cl:1][C:2]1[CH:7]=[CH:6][CH:5]=[CH:4][C:3]=1[C:8]1[CH:19]=[C:18]2[C:14]([C:15]([CH:21]([OH:39])[CH2:22][OH:37])=[CH:16][N:17]2[CH3:20])=[C:13]2[C:9]=1[C:10](=[O:24])[NH:11][C:12]2=[O:23]. (5) The product is: [CH3:1][N:2]([CH3:7])[CH2:3][C:4]([NH:59][C:55]1[CH:54]=[CH:53][CH:52]=[C:51]2[C:56]=1[CH:57]=[CH:58][C:49]([NH:48][C@H:39]1[C:47]3[C:42](=[CH:43][CH:44]=[CH:45][CH:46]=3)[CH2:41][CH2:40]1)=[N:50]2)=[O:5]. Given the reactants [CH3:1][N:2]([CH3:7])[CH2:3][C:4](O)=[O:5].C(N(C(C)C)C(C)C)C.CN(C(ON1N=NC2C=CC=CC1=2)=[N+](C)C)C.[B-](F)(F)(F)F.[C@H:39]1([NH:48][C:49]2[CH:58]=[CH:57][C:56]3[C:55]([NH2:59])=[CH:54][CH:53]=[CH:52][C:51]=3[N:50]=2)[C:47]2[C:42](=[CH:43][CH:44]=[CH:45][CH:46]=2)[CH2:41][CH2:40]1.C([O-])(O)=O.[Na+], predict the reaction product. (6) Given the reactants [Cl:1][C:2]1([F:8])[CH2:4][CH:3]1[C:5](O)=[O:6].C(N1C=CN=C1)(N1C=CN=C1)=O.[C:21]1([C@H:27]([NH2:29])[CH3:28])[CH:26]=[CH:25][CH:24]=[CH:23][CH:22]=1, predict the reaction product. The product is: [Cl:1][C:2]1([F:8])[CH2:4][CH:3]1[C:5]([NH:29][C@@H:27]([C:21]1[CH:26]=[CH:25][CH:24]=[CH:23][CH:22]=1)[CH3:28])=[O:6]. (7) Given the reactants [CH2:1]([NH:8][CH:9]1[CH2:12][N:11]([C:13]2[CH:18]=[CH:17][C:16]([N+:19]([O-:21])=[O:20])=[CH:15][CH:14]=2)[CH2:10]1)[C:2]1[CH:7]=[CH:6][CH:5]=[CH:4][CH:3]=1.[CH:22]1[C:34]2[NH:33][C:32]3[C:27](=[CH:28][CH:29]=[CH:30][CH:31]=3)[C:26]=2[C:25]([O:35][CH:36]2[O:38][C@H:37]2[CH3:39])=[CH:24][CH:23]=1, predict the reaction product. The product is: [CH2:1]([N:8]([CH:9]1[CH2:10][N:11]([C:13]2[CH:14]=[CH:15][C:16]([N+:19]([O-:21])=[O:20])=[CH:17][CH:18]=2)[CH2:12]1)[CH2:39][C@H:37]([OH:38])[CH2:36][O:35][C:25]1[C:26]2[C:27]3[C:32](=[CH:31][CH:30]=[CH:29][CH:28]=3)[NH:33][C:34]=2[CH:22]=[CH:23][CH:24]=1)[C:2]1[CH:3]=[CH:4][CH:5]=[CH:6][CH:7]=1. (8) Given the reactants [NH2:1][C:2]1[CH:7]=[CH:6][CH:5]=[CH:4][C:3]=1[NH:8][C:9]([C:11]1[CH:12]=[N:13][C:14]([N:17]2[CH2:22][CH2:21][NH:20][CH2:19][CH2:18]2)=[N:15][CH:16]=1)=[O:10].Br[CH2:24][CH2:25][O:26][C:27]1[CH:32]=[CH:31][CH:30]=[CH:29][CH:28]=1.C(N(CC)CC)C.[I-].[K+], predict the reaction product. The product is: [NH2:1][C:2]1[CH:7]=[CH:6][CH:5]=[CH:4][C:3]=1[NH:8][C:9]([C:11]1[CH:12]=[N:13][C:14]([N:17]2[CH2:18][CH2:19][N:20]([CH2:24][CH2:25][O:26][C:27]3[CH:32]=[CH:31][CH:30]=[CH:29][CH:28]=3)[CH2:21][CH2:22]2)=[N:15][CH:16]=1)=[O:10].